Dataset: Full USPTO retrosynthesis dataset with 1.9M reactions from patents (1976-2016). Task: Predict the reactants needed to synthesize the given product. (1) Given the product [F:1][C:2]1[CH:8]=[CH:7][C:5]([N:6]2[CH2:20][C:12]3[C:11](=[CH:16][CH:15]=[C:14]([N+:17]([O-:19])=[O:18])[CH:13]=3)[CH2:10]2)=[CH:4][CH:3]=1, predict the reactants needed to synthesize it. The reactants are: [F:1][C:2]1[CH:8]=[CH:7][C:5]([NH2:6])=[CH:4][CH:3]=1.Br[CH2:10][C:11]1[CH:16]=[CH:15][C:14]([N+:17]([O-:19])=[O:18])=[CH:13][C:12]=1[CH2:20]Br.CCN(C(C)C)C(C)C. (2) Given the product [CH:2]1[C:10]2[C:9]3[CH:11]=[CH:12][CH:13]=[CH:14][C:8]=3[O:7][C:6]=2[C:5]([C:15]2[CH:37]=[CH:36][C:18]3[N:19]([C:28]4[CH:33]=[C:32]([CH3:34])[CH:31]=[C:30]([CH3:35])[CH:29]=4)[CH:20]([O:39][CH3:38])[N:21]([C:22]4[CH:27]=[CH:26][CH:25]=[CH:24][CH:23]=4)[C:17]=3[CH:16]=2)=[CH:4][CH:3]=1, predict the reactants needed to synthesize it. The reactants are: [Cl-].[CH:2]1[C:10]2[C:9]3[CH:11]=[CH:12][CH:13]=[CH:14][C:8]=3[O:7][C:6]=2[C:5]([C:15]2[CH:37]=[CH:36][C:18]3[N:19]([C:28]4[CH:33]=[C:32]([CH3:34])[CH:31]=[C:30]([CH3:35])[CH:29]=4)[CH:20]=[N+:21]([C:22]4[CH:27]=[CH:26][CH:25]=[CH:24][CH:23]=4)[C:17]=3[CH:16]=2)=[CH:4][CH:3]=1.[CH3:38][OH:39]. (3) The reactants are: [CH3:1][O:2][C:3]([C:5]1[CH:10]=[C:9]([O:11][C:12]2[CH:17]=[CH:16][C:15]([Cl:18])=[CH:14][C:13]=2[Cl:19])[N:8]=[C:7](Cl)[N:6]=1)=[O:4].[CH2:21]([O:23][C:24]1[CH:25]=[C:26]([CH:35]=[CH:36][C:37]=1[O:38][CH3:39])[CH2:27][N:28]1[CH2:33][CH2:32][CH:31]([NH2:34])[CH2:30][CH2:29]1)[CH3:22]. Given the product [CH3:1][O:2][C:3]([C:5]1[CH:10]=[C:9]([O:11][C:12]2[CH:17]=[CH:16][C:15]([Cl:18])=[CH:14][C:13]=2[Cl:19])[N:8]=[C:7]([NH:34][CH:31]2[CH2:32][CH2:33][N:28]([CH2:27][C:26]3[CH:35]=[CH:36][C:37]([O:38][CH3:39])=[C:24]([O:23][CH2:21][CH3:22])[CH:25]=3)[CH2:29][CH2:30]2)[N:6]=1)=[O:4], predict the reactants needed to synthesize it. (4) Given the product [NH2:1][C:4]1[N:9]=[CH:8][N:7]=[C:6]([O:10][C:11]2[CH:12]=[C:13]3[C:17](=[CH:18][CH:19]=2)[NH:16][CH:15]=[CH:14]3)[CH:5]=1, predict the reactants needed to synthesize it. The reactants are: [N:1]([C:4]1[N:9]=[CH:8][N:7]=[C:6]([O:10][C:11]2[CH:12]=[C:13]3[C:17](=[CH:18][CH:19]=2)[NH:16][CH:15]=[CH:14]3)[CH:5]=1)=[N+]=[N-].